Dataset: Full USPTO retrosynthesis dataset with 1.9M reactions from patents (1976-2016). Task: Predict the reactants needed to synthesize the given product. (1) The reactants are: [NH:1]1[C:5]([C:6]2[CH:7]=[C:8]([CH:10]=[CH:11][CH:12]=2)[NH2:9])=[N:4][N:3]=[N:2]1.[NH:13]1[C:21]2[C:16](=[CH:17][CH:18]=[C:19]([C:22](O)=[O:23])[CH:20]=2)[CH:15]=[N:14]1. Given the product [NH:4]1[C:5]([C:6]2[CH:7]=[C:8]([NH:9][C:22]([C:19]3[CH:20]=[C:21]4[C:16]([CH:15]=[N:14][NH:13]4)=[CH:17][CH:18]=3)=[O:23])[CH:10]=[CH:11][CH:12]=2)=[N:1][N:2]=[N:3]1, predict the reactants needed to synthesize it. (2) Given the product [CH:1]1([C:7]2[C:15]3[C:10](=[CH:11][C:12]([C:16]([OH:18])=[O:17])=[CH:13][CH:14]=3)[N:9]([CH2:19][C:20]([N:22]3[CH2:27][CH2:26][O:25][CH2:24][CH2:23]3)=[O:21])[C:8]=2[C:28]2[CH:33]=[CH:32][C:31]([C:49]3[CH:50]=[CH:54][CH:55]=[C:47]([CH3:45])[CH:48]=3)=[CH:30][CH:29]=2)[CH2:2][CH2:3][CH2:4][CH2:5][CH2:6]1, predict the reactants needed to synthesize it. The reactants are: [CH:1]1([C:7]2[C:15]3[C:10](=[CH:11][C:12]([C:16]([OH:18])=[O:17])=[CH:13][CH:14]=3)[N:9]([CH2:19][C:20]([N:22]3[CH2:27][CH2:26][O:25][CH2:24][CH2:23]3)=[O:21])[C:8]=2[C:28]2[CH:33]=[CH:32][C:31](C3C=CC(N(C)C)=CC=3)=[CH:30][CH:29]=2)[CH2:6][CH2:5][CH2:4][CH2:3][CH2:2]1.CO[C:45]([C:47]1[CH:55]=[C:54]2[C:50](C(C3CCCCC3)=[C:45]([C:47]3[CH:55]=[CH:54][C:50](OS(C(F)(F)F)(=O)=O)=[CH:49][CH:48]=3)N2CC(N2CCOCC2)=O)=[CH:49][CH:48]=1)=O.C1(C)C=CC=C(B(O)O)C=1. (3) Given the product [N:1]1([CH2:19][C:18]([C:17]2[CH:22]=[CH:23][C:14]([O:13][CH3:12])=[CH:15][CH:16]=2)=[O:21])[C:5]2[CH:6]=[CH:7][CH:8]=[CH:9][C:4]=2[N:3]=[N:2]1, predict the reactants needed to synthesize it. The reactants are: [NH:1]1[C:5]2[CH:6]=[CH:7][CH:8]=[CH:9][C:4]=2[N:3]=[N:2]1.[H-].[Na+].[CH3:12][O:13][C:14]1[CH:23]=[CH:22][C:17]([C:18](=[O:21])[CH2:19]Br)=[CH:16][CH:15]=1. (4) Given the product [F:1][C:2]1[CH:16]=[CH:15][C:5]2[C:6]([CH:9]3[CH2:10][CH2:11][N:12]([CH2:18][CH2:19][C:20]4[C:25](=[O:26])[N:24]5[CH2:27][CH2:28][CH2:29][C:30](=[O:31])[C:23]5=[N:22][C:21]=4[CH3:32])[CH2:13][CH2:14]3)=[N:7][O:8][C:4]=2[CH:3]=1, predict the reactants needed to synthesize it. The reactants are: [F:1][C:2]1[CH:16]=[CH:15][C:5]2[C:6]([CH:9]3[CH2:14][CH2:13][NH:12][CH2:11][CH2:10]3)=[N:7][O:8][C:4]=2[CH:3]=1.Cl[CH2:18][CH2:19][C:20]1[C:25](=[O:26])[N:24]2[CH2:27][CH2:28][CH2:29][C:30](=[O:31])[C:23]2=[N:22][C:21]=1[CH3:32].C(N(C(C)C)CC)(C)C. (5) Given the product [CH3:1][O:2][C:3]([C:5]1[C:10]([NH2:11])=[N:9][C:8](/[CH:20]=[CH:21]\[O:22][CH2:23][CH3:24])=[CH:7][N:6]=1)=[O:4], predict the reactants needed to synthesize it. The reactants are: [CH3:1][O:2][C:3]([C:5]1[C:10]([NH2:11])=[N:9][C:8](Cl)=[CH:7][N:6]=1)=[O:4].[Cl-].[Li+].C([Sn](CCCC)(CCCC)/[CH:20]=[CH:21]\[O:22][CH2:23][CH3:24])CCC.[NH4+].[Cl-]. (6) Given the product [F:26][C:27]([F:41])([F:42])[C:28]1[CH:29]=[C:30]([C:2]2[O:6][C:5]([CH2:7][N:8]3[C:16]4[C:11](=[C:12]([C:19]([F:20])([F:22])[F:21])[C:13]([C:17]#[N:18])=[CH:14][CH:15]=4)[CH:10]=[C:9]3[CH:23]3[CH2:25][CH2:24]3)=[CH:4][CH:3]=2)[CH:31]=[C:32]([C:34]([F:35])([F:36])[F:37])[CH:33]=1, predict the reactants needed to synthesize it. The reactants are: Br[C:2]1[O:6][C:5]([CH2:7][N:8]2[C:16]3[C:11](=[C:12]([C:19]([F:22])([F:21])[F:20])[C:13]([C:17]#[N:18])=[CH:14][CH:15]=3)[CH:10]=[C:9]2[CH:23]2[CH2:25][CH2:24]2)=[CH:4][CH:3]=1.[F:26][C:27]([F:42])([F:41])[C:28]1[CH:29]=[C:30](B(O)O)[CH:31]=[C:32]([C:34]([F:37])([F:36])[F:35])[CH:33]=1. (7) Given the product [Cl:30][C:25]1[CH:24]=[C:23]([CH:28]=[CH:27][C:26]=1[F:29])[CH2:22][N:4]1[C:5](=[O:21])[C:6]2[C:10]([O:11][CH3:12])=[C:9]3[C:13](=[O:20])[N:14]([CH2:18][CH3:19])[CH2:15][CH:16]([CH3:17])[N:8]3[C:7]=2[C:2]([F:41])=[N:3]1, predict the reactants needed to synthesize it. The reactants are: N[C:2]1[C:7]2[N:8]3[CH:16]([CH3:17])[CH2:15][N:14]([CH2:18][CH3:19])[C:13](=[O:20])[C:9]3=[C:10]([O:11][CH3:12])[C:6]=2[C:5](=[O:21])[N:4]([CH2:22][C:23]2[CH:28]=[CH:27][C:26]([F:29])=[C:25]([Cl:30])[CH:24]=2)[N:3]=1.N([O-])=O.[Na+].N1C=CC=CC=1.[FH:41].